Dataset: Reaction yield outcomes from USPTO patents with 853,638 reactions. Task: Predict the reaction yield, written as a fraction of the theoretical maximum amount of product (1.0 means a 100% yield; for example, 0.34 means a 34% yield). The reactants are CCN(S(F)(F)[F:7])CC.[C:10]([O:14][P:15]([CH:22](O)[C:23]1[CH:24]=[N:25][C:26]2[C:31]([CH:32]=1)=[CH:30][CH:29]=[CH:28][CH:27]=2)(=[O:21])[O:16][C:17]([CH3:20])([CH3:19])[CH3:18])([CH3:13])([CH3:12])[CH3:11].C([O-])(O)=O.[Na+]. The catalyst is ClCCl. The product is [C:10]([O:14][P:15]([CH:22]([F:7])[C:23]1[CH:24]=[N:25][C:26]2[C:31]([CH:32]=1)=[CH:30][CH:29]=[CH:28][CH:27]=2)(=[O:21])[O:16][C:17]([CH3:20])([CH3:19])[CH3:18])([CH3:13])([CH3:12])[CH3:11]. The yield is 0.580.